Dataset: Full USPTO retrosynthesis dataset with 1.9M reactions from patents (1976-2016). Task: Predict the reactants needed to synthesize the given product. Given the product [CH3:1][O:2][C:3](=[O:23])[C:4]1[CH:9]=[C:8]([CH2:10][CH3:11])[C:7]([C:12]([F:15])([F:14])[F:13])=[CH:6][C:5]=1[NH:16][C:17]([O:19][CH:20]([CH3:22])[CH3:21])=[O:18], predict the reactants needed to synthesize it. The reactants are: [CH3:1][O:2][C:3](=[O:23])[C:4]1[CH:9]=[C:8]([CH:10]=[CH2:11])[C:7]([C:12]([F:15])([F:14])[F:13])=[CH:6][C:5]=1[NH:16][C:17]([O:19][CH:20]([CH3:22])[CH3:21])=[O:18].[H][H].